This data is from Reaction yield outcomes from USPTO patents with 853,638 reactions. The task is: Predict the reaction yield, written as a fraction of the theoretical maximum amount of product (1.0 means a 100% yield; for example, 0.34 means a 34% yield). (1) The reactants are [Br:1][C:2]1[CH:10]=[CH:9][CH:8]=[C:7]2[C:3]=1[C:4]([C:21]1[C:22](O)=[CH:23][C:24]3[O:28][CH2:27][CH2:26][C:25]=3[CH:29]=1)([CH2:19][OH:20])[C:5](=[O:18])[N:6]2[CH2:11][C:12]1[CH:17]=[CH:16][CH:15]=[CH:14][N:13]=1.C1(P(C2C=CC=CC=2)C2C=CC=CC=2)C=CC=CC=1.N(C(OC(C)C)=O)=NC(OC(C)C)=O. The catalyst is O1CCOCC1. The product is [Br:1][C:2]1[CH:10]=[CH:9][CH:8]=[C:7]2[C:3]=1[C:4]1([CH2:19][O:20][C:22]3[CH:23]=[C:24]4[C:25](=[CH:29][C:21]1=3)[CH2:26][CH2:27][O:28]4)[C:5](=[O:18])[N:6]2[CH2:11][C:12]1[CH:17]=[CH:16][CH:15]=[CH:14][N:13]=1. The yield is 0.370. (2) The reactants are [CH3:1][CH:2]1[CH2:27][CH2:26][N:5]2[C:6]3[CH:7]=[CH:8][C:9]([S:18]([N:21]4[CH2:25][CH2:24][CH2:23][CH2:22]4)(=[O:20])=[O:19])=[CH:10][C:11]=3[C:12]3(OCCC[O:13]3)[C:4]2=[N:3]1.CS(O)(=O)=O.C(Cl)Cl. The catalyst is CCOC(C)=O. The product is [CH3:1][CH:2]1[CH2:27][CH2:26][N:5]2[C:6]3[CH:7]=[CH:8][C:9]([S:18]([N:21]4[CH2:22][CH2:23][CH2:24][CH2:25]4)(=[O:20])=[O:19])=[CH:10][C:11]=3[C:12](=[O:13])[C:4]2=[N:3]1. The yield is 0.750. (3) The reactants are [CH:1]([C:3]1[NH:4][C:5]([CH3:11])=[CH:6][C:7]=1[C:8]([OH:10])=O)=[O:2].[CH3:12][C@H:13]1[CH2:18][NH:17][CH2:16][C@@H:15]([CH3:19])[NH:14]1. No catalyst specified. The product is [CH3:12][C@H:13]1[NH:14][C@@H:15]([CH3:19])[CH2:16][N:17]([C:8]([C:7]2[CH:6]=[C:5]([CH3:11])[NH:4][C:3]=2[CH:1]=[O:2])=[O:10])[CH2:18]1. The yield is 0.740. (4) The reactants are [CH3:1][C:2]([O:5][C:6]([NH:8][C:9]([O:11][C:12]([CH3:15])([CH3:14])[CH3:13])=[O:10])=[O:7])([CH3:4])[CH3:3].CC(C)([O-])C.[K+].I[CH2:23][CH2:24][O:25][CH2:26][CH2:27][O:28][CH2:29][CH2:30][O:31][C:32]1[CH:37]=[CH:36][C:35]([C:38](=[O:42])[CH2:39][CH2:40][CH3:41])=[CH:34][CH:33]=1.C(OCC)(=O)C. The catalyst is CN(C=O)C. The product is [C:38]([C:35]1[CH:36]=[CH:37][C:32]([O:31][CH2:30][CH2:29][O:28][CH2:27][CH2:26][O:25][CH2:24][CH2:23][N:8]([C:9]([O:11][C:12]([CH3:15])([CH3:14])[CH3:13])=[O:10])[C:6]([O:5][C:2]([CH3:1])([CH3:3])[CH3:4])=[O:7])=[CH:33][CH:34]=1)(=[O:42])[CH2:39][CH2:40][CH3:41]. The yield is 0.490. (5) The reactants are [F:1][C:2]([F:7])([F:6])[C:3]([OH:5])=[O:4].[CH3:8][N:9]([CH2:11][C:12]1[S:13][CH:14]=[C:15]([C:17]2[CH:18]=[C:19]3[C:23](=[C:24]([C:26]([NH2:28])=[O:27])[CH:25]=2)[NH:22][CH:21]=[C:20]3[CH:29]2[CH2:34][CH2:33][N:32]([S:35]([CH2:38][CH3:39])(=[O:37])=[O:36])[CH2:31][CH2:30]2)[N:16]=1)[CH3:10].[CH3:40]NC. No catalyst specified. The product is [F:1][C:2]([F:7])([F:6])[C:3]([OH:5])=[O:4].[CH2:10]([N:9]([CH2:11][C:12]1[S:13][CH:14]=[C:15]([C:17]2[CH:18]=[C:19]3[C:23](=[C:24]([C:26]([NH2:28])=[O:27])[CH:25]=2)[NH:22][CH:21]=[C:20]3[CH:29]2[CH2:34][CH2:33][N:32]([S:35]([CH2:38][CH3:39])(=[O:37])=[O:36])[CH2:31][CH2:30]2)[N:16]=1)[CH3:8])[CH3:40]. The yield is 0.604.